Regression. Given a peptide amino acid sequence and an MHC pseudo amino acid sequence, predict their binding affinity value. This is MHC class I binding data. From a dataset of Peptide-MHC class I binding affinity with 185,985 pairs from IEDB/IMGT. (1) The MHC is HLA-B53:01 with pseudo-sequence HLA-B53:01. The peptide sequence is YPDLNFDNTY. The binding affinity (normalized) is 0.714. (2) The MHC is HLA-A24:02 with pseudo-sequence HLA-A24:02. The peptide sequence is KFHQIEKEF. The binding affinity (normalized) is 0.179. (3) The peptide sequence is EPFLVQFWI. The MHC is HLA-B46:01 with pseudo-sequence HLA-B46:01. The binding affinity (normalized) is 0.0847. (4) The peptide sequence is SQYDPKELL. The binding affinity (normalized) is 0.0847. The MHC is HLA-A80:01 with pseudo-sequence HLA-A80:01. (5) The peptide sequence is ALAAAAAAK. The MHC is HLA-A03:01 with pseudo-sequence HLA-A03:01. The binding affinity (normalized) is 0.589. (6) The peptide sequence is ELNIVDEIIK. The MHC is HLA-A33:01 with pseudo-sequence HLA-A33:01. The binding affinity (normalized) is 0.118. (7) The peptide sequence is SESNILDIDL. The MHC is HLA-B44:03 with pseudo-sequence HLA-B44:03. The binding affinity (normalized) is 0.557. (8) The peptide sequence is IISRTRLYDY. The MHC is HLA-A68:01 with pseudo-sequence HLA-A68:01. The binding affinity (normalized) is 0.225. (9) The peptide sequence is APRRRDEEL. The MHC is HLA-A11:01 with pseudo-sequence HLA-A11:01. The binding affinity (normalized) is 0.0847. (10) The peptide sequence is FPRIWLHGL. The MHC is HLA-A23:01 with pseudo-sequence HLA-A23:01. The binding affinity (normalized) is 0.0821.